This data is from Full USPTO retrosynthesis dataset with 1.9M reactions from patents (1976-2016). The task is: Predict the reactants needed to synthesize the given product. (1) Given the product [CH3:12][O:11][CH:3]([O:2][CH3:1])[CH2:4][CH2:5][CH2:6][C:7]([OH:9])=[O:8], predict the reactants needed to synthesize it. The reactants are: [CH3:1][O:2][CH:3]([O:11][CH3:12])[CH2:4][CH2:5][CH2:6][C:7]([O:9]C)=[O:8]. (2) Given the product [Cl:27][C:26]([Cl:29])([Cl:28])[CH2:25][O:24][C:22]([N:9]1[CH2:8][C:7]2[C:11](=[CH:12][CH:13]=[C:5]([C:3]([O:2][CH3:1])=[O:4])[CH:6]=2)[CH2:10]1)=[O:23], predict the reactants needed to synthesize it. The reactants are: [CH3:1][O:2][C:3]([C:5]1[CH:6]=[C:7]2[C:11](=[CH:12][CH:13]=1)[CH2:10][NH:9][CH2:8]2)=[O:4].C(N(CC)CC)C.Cl[C:22]([O:24][CH2:25][C:26]([Cl:29])([Cl:28])[Cl:27])=[O:23]. (3) Given the product [Cl:1][C:2]1[CH:3]=[C:4]2[C:10]([C:11]3[N:16]=[C:15]([NH:17][CH2:18][C@@H:19]4[CH2:24][CH2:23][CH2:22][CH2:31][C@H:20]4[NH:21][S:25]([CH3:28])(=[O:26])=[O:27])[C:14]([F:29])=[CH:13][N:12]=3)=[CH:9][NH:8][C:5]2=[N:6][CH:7]=1, predict the reactants needed to synthesize it. The reactants are: [Cl:1][C:2]1[CH:3]=[C:4]2[C:10]([C:11]3[N:16]=[C:15]([NH:17][CH2:18][C@@H:19]4[CH2:24][CH2:23][CH2:22][N:21]([S:25]([CH3:28])(=[O:27])=[O:26])[CH2:20]4)[C:14]([F:29])=[CH:13][N:12]=3)=[CH:9][NH:8][C:5]2=[N:6][CH:7]=1.N[C@@H:31]1CCCC[C@H]1CNC1C(F)=CN=C(C2C3C(=NC=C(Cl)C=3)N(S(C3C=CC(C)=CC=3)(=O)=O)C=2)N=1.CS(Cl)(=O)=O.